This data is from Reaction yield outcomes from USPTO patents with 853,638 reactions. The task is: Predict the reaction yield, written as a fraction of the theoretical maximum amount of product (1.0 means a 100% yield; for example, 0.34 means a 34% yield). (1) The reactants are C(OC(=O)[NH:7][CH2:8][CH2:9][O:10][C:11]1[CH:16]=[CH:15][C:14]([CH2:17][CH2:18][CH2:19][CH2:20][NH:21][C:22]([NH2:35])=[N:23][C:24]([C:26]2[C:31]([NH2:32])=[N:30][C:29]([NH2:33])=[C:28]([Cl:34])[N:27]=2)=[O:25])=[CH:13][CH:12]=1)(C)(C)C.Cl.C(Cl)Cl.CO. The catalyst is CO. The product is [NH2:7][CH2:8][CH2:9][O:10][C:11]1[CH:12]=[CH:13][C:14]([CH2:17][CH2:18][CH2:19][CH2:20][NH:21][C:22]([NH:23][C:24]([C:26]2[C:31]([NH2:32])=[N:30][C:29]([NH2:33])=[C:28]([Cl:34])[N:27]=2)=[O:25])=[NH:35])=[CH:15][CH:16]=1. The yield is 0.990. (2) The reactants are [C:1]([Si:5]([CH3:21])([CH3:20])[O:6][CH:7]1[CH2:10][N:9]([C:11]2[CH:12]=[CH:13][C:14]([N+:17]([O-])=O)=[N:15][CH:16]=2)[CH2:8]1)([CH3:4])([CH3:3])[CH3:2].[NH4+].[Cl-]. The catalyst is C(O)C.[Fe]. The product is [C:1]([Si:5]([CH3:21])([CH3:20])[O:6][CH:7]1[CH2:8][N:9]([C:11]2[CH:12]=[CH:13][C:14]([NH2:17])=[N:15][CH:16]=2)[CH2:10]1)([CH3:4])([CH3:3])[CH3:2]. The yield is 0.940. (3) The reactants are Br[C:2]1[S:3][C:4]2[CH2:5][C:6]3[C:12]([C:13]4[CH:18]=[CH:17][C:16]([O:19][CH3:20])=[CH:15][CH:14]=4)=[N:11][N:10]([CH2:21][O:22][CH2:23][CH2:24][Si:25]([CH3:28])([CH3:27])[CH3:26])[C:7]=3[C:8]=2[CH:9]=1.CC1(C)C(C)(C)OB([C:37]2[CH:38]=[C:39]([NH2:43])[CH:40]=[CH:41][CH:42]=2)O1.C([O-])([O-])=O.[Na+].[Na+]. The catalyst is C1(C)C=CC=CC=1.C(O)C.Cl[Pd](Cl)([P](C1C=CC=CC=1)(C1C=CC=CC=1)C1C=CC=CC=1)[P](C1C=CC=CC=1)(C1C=CC=CC=1)C1C=CC=CC=1. The product is [CH3:20][O:19][C:16]1[CH:15]=[CH:14][C:13]([C:12]2[C:6]3[CH2:5][C:4]4[S:3][C:2]([C:37]5[CH:38]=[C:39]([NH2:43])[CH:40]=[CH:41][CH:42]=5)=[CH:9][C:8]=4[C:7]=3[N:10]([CH2:21][O:22][CH2:23][CH2:24][Si:25]([CH3:28])([CH3:26])[CH3:27])[N:11]=2)=[CH:18][CH:17]=1. The yield is 0.670. (4) The reactants are [CH3:1][C:2]1[C:11]2[C:6](=[CH:7][CH:8]=[CH:9][CH:10]=2)[C:5]([N+:12]([O-])=O)=[CH:4][CH:3]=1. The catalyst is C(O)C.[Ni]. The product is [CH3:1][C:2]1[C:11]2[C:6](=[CH:7][CH:8]=[CH:9][CH:10]=2)[C:5]([NH2:12])=[CH:4][CH:3]=1. The yield is 0.920. (5) The reactants are [CH:1]1([NH:6][C:7]([NH:9][C@:10]([C:32]2[CH:37]=[CH:36][C:35]([F:38])=[C:34]([C:39]([F:42])([F:41])[F:40])[CH:33]=2)([C:18]2[CH:23]=[C:22]([O:24][C:25]([F:30])([F:29])[CH:26]([F:28])[F:27])[CH:21]=[C:20]([F:31])[CH:19]=2)[CH2:11][C:12]2[CH:17]=[CH:16][CH:15]=[CH:14][CH:13]=2)=[O:8])[CH2:5][CH2:4][CH2:3][CH2:2]1.[CH3:43]NC1CCCC1. The catalyst is CS(C)=O.C1COCC1. The product is [CH:1]1([N:6]([CH3:43])[C:7]([NH:9][C@:10]([C:32]2[CH:37]=[CH:36][C:35]([F:38])=[C:34]([C:39]([F:42])([F:41])[F:40])[CH:33]=2)([C:18]2[CH:23]=[C:22]([O:24][C:25]([F:29])([F:30])[CH:26]([F:27])[F:28])[CH:21]=[C:20]([F:31])[CH:19]=2)[CH2:11][C:12]2[CH:13]=[CH:14][CH:15]=[CH:16][CH:17]=2)=[O:8])[CH2:5][CH2:4][CH2:3][CH2:2]1. The yield is 0.650.